Predict the product of the given reaction. From a dataset of Forward reaction prediction with 1.9M reactions from USPTO patents (1976-2016). (1) Given the reactants C(OC(=O)COC1C=CC(Cl)=CC=1C#C[Si](C)(C)C)(C)(C)C.[C:23]([O:27][C:28](=[O:44])[CH2:29][O:30][C:31]1[C:32]([C:38]#[C:39][Si](C)(C)C)=[N:33][C:34]([CH3:37])=[CH:35][CH:36]=1)([CH3:26])([CH3:25])[CH3:24], predict the reaction product. The product is: [C:38]([C:32]1[C:31]([O:30][CH2:29][C:28]([O:27][C:23]([CH3:25])([CH3:24])[CH3:26])=[O:44])=[CH:36][CH:35]=[C:34]([CH3:37])[N:33]=1)#[CH:39]. (2) Given the reactants Cl[C:2]1[S:6][N:5]=[C:4]([N:7]2[CH2:12][CH2:11][CH2:10][CH2:9][CH2:8]2)[N:3]=1.FC(F)(F)C(O)=O.[O:20]1[C:24]2[CH:25]=[CH:26][CH:27]=[CH:28][C:23]=2[C:22]([NH:29][C:30]([N:32]2[CH2:37][CH2:36][NH:35][CH2:34][CH2:33]2)=[O:31])=[N:21]1.C(N(CC)CC)C.O, predict the reaction product. The product is: [O:20]1[C:24]2[CH:25]=[CH:26][CH:27]=[CH:28][C:23]=2[C:22]([NH:29][C:30]([N:32]2[CH2:37][CH2:36][N:35]([C:2]3[S:6][N:5]=[C:4]([N:7]4[CH2:12][CH2:11][CH2:10][CH2:9][CH2:8]4)[N:3]=3)[CH2:34][CH2:33]2)=[O:31])=[N:21]1. (3) Given the reactants Br[C:2]1[CH:3]=[C:4]2[C:9](=[CH:10][CH:11]=1)[N:8]=[CH:7][C:6]([C:12](=[O:14])[CH3:13])=[C:5]2[NH:15][C:16]1[CH:21]=[CH:20][C:19]([CH2:22][N:23]([CH3:25])[CH3:24])=[CH:18][CH:17]=1.[Cl:26][C:27]1[CH:32]=[C:31](B2OC(C)(C)C(C)(C)O2)[CH:30]=[C:29]([Cl:42])[C:28]=1[OH:43], predict the reaction product. The product is: [Cl:26][C:27]1[CH:32]=[C:31]([C:2]2[CH:3]=[C:4]3[C:9](=[CH:10][CH:11]=2)[N:8]=[CH:7][C:6]([C:12](=[O:14])[CH3:13])=[C:5]3[NH:15][C:16]2[CH:21]=[CH:20][C:19]([CH2:22][N:23]([CH3:24])[CH3:25])=[CH:18][CH:17]=2)[CH:30]=[C:29]([Cl:42])[C:28]=1[OH:43]. (4) Given the reactants [CH3:1][O:2][C:3](=[O:25])[CH:4]([S:12]([C:15]1[C:24]2[C:19](=[CH:20][CH:21]=[CH:22][CH:23]=2)[CH:18]=[CH:17][CH:16]=1)(=[O:14])=[O:13])[CH:5]1[CH2:10][CH2:9][CH2:8][C:7](=[O:11])[CH2:6]1.[H-].[Na+].[CH3:28]I, predict the reaction product. The product is: [CH3:1][O:2][C:3](=[O:25])[C:4]([S:12]([C:15]1[C:24]2[C:19](=[CH:20][CH:21]=[CH:22][CH:23]=2)[CH:18]=[CH:17][CH:16]=1)(=[O:13])=[O:14])([CH:5]1[CH2:10][CH2:9][CH2:8][C:7](=[O:11])[CH2:6]1)[CH3:28]. (5) Given the reactants [CH2:1]([O:5][C:6](=[O:20])[CH2:7][CH:8]1[C:17]2[C:12](=[C:13]([CH3:19])[C:14]([OH:18])=[CH:15][CH:16]=2)[CH2:11][CH2:10][NH:9]1)[CH2:2][CH2:3][CH3:4].C(N(CC)CC)C.[C:28](O[C:28]([O:30][C:31]([CH3:34])([CH3:33])[CH3:32])=[O:29])([O:30][C:31]([CH3:34])([CH3:33])[CH3:32])=[O:29], predict the reaction product. The product is: [CH2:1]([O:5][C:6](=[O:20])[CH2:7][CH:8]1[C:17]2[C:12](=[C:13]([CH3:19])[C:14]([OH:18])=[CH:15][CH:16]=2)[CH2:11][CH2:10][N:9]1[C:28]([O:30][C:31]([CH3:34])([CH3:33])[CH3:32])=[O:29])[CH2:2][CH2:3][CH3:4].